From a dataset of Full USPTO retrosynthesis dataset with 1.9M reactions from patents (1976-2016). Predict the reactants needed to synthesize the given product. The reactants are: [C:1]([C:5]1[S:9]/[C:8](=[N:10]\[C:11](=[O:23])[C:12]2[CH:17]=[C:16]([C:18]([F:21])([F:20])[F:19])[CH:15]=[CH:14][C:13]=2[OH:22])/[N:7]([CH2:24][C@H:25]2[CH2:29][CH2:28][CH2:27][O:26]2)[CH:6]=1)([CH3:4])([CH3:3])[CH3:2].N.Br[CH2:32][C:33](=[O:38])[C:34]([CH3:37])([CH3:36])[CH3:35].C(=O)([O-])[O-].[K+].[K+]. Given the product [C:1]([C:5]1[S:9]/[C:8](=[N:10]\[C:11](=[O:23])[C:12]2[CH:17]=[C:16]([C:18]([F:21])([F:20])[F:19])[CH:15]=[CH:14][C:13]=2[O:22][CH2:32][C:33](=[O:38])[C:34]([CH3:37])([CH3:36])[CH3:35])/[N:7]([CH2:24][C@H:25]2[CH2:29][CH2:28][CH2:27][O:26]2)[CH:6]=1)([CH3:4])([CH3:2])[CH3:3], predict the reactants needed to synthesize it.